This data is from Forward reaction prediction with 1.9M reactions from USPTO patents (1976-2016). The task is: Predict the product of the given reaction. (1) Given the reactants [N:1]1[CH:6]=[CH:5][N:4]=[CH:3][C:2]=1[C:7]([NH:9]C1C2C(=NC=C(C(F)(F)F)C=2N2CCC[C@@H](NC(=O)OC(C)(C)C)C2)NC=1)=[O:8].C(O)(C(F)(F)F)=O.C(Cl)[Cl:45], predict the reaction product. The product is: [ClH:45].[N:1]1[CH:6]=[CH:5][N:4]=[CH:3][C:2]=1[C:7]([NH2:9])=[O:8]. (2) Given the reactants [CH3:1][N:2]([CH3:6])[CH2:3][CH2:4][OH:5].[C:7]1(=[O:13])[O:12][C:10](=[O:11])[CH2:9][CH2:8]1, predict the reaction product. The product is: [CH3:1][N:2]([CH3:6])[CH2:3][CH2:4][O:5][C:7](=[O:13])[CH2:8][CH2:9][C:10]([OH:12])=[O:11]. (3) Given the reactants [H-].[Na+].[C:3]([O:7][CH2:8][CH3:9])(=[O:6])[CH2:4][OH:5].[CH2:10](Br)[CH:11]=[CH2:12].[NH4+].[Cl-], predict the reaction product. The product is: [CH2:8]([O:7][C:3](=[O:6])[CH2:4][O:5][CH2:12][CH:11]=[CH2:10])[CH3:9]. (4) Given the reactants [C:1](Cl)(=O)C.[CH2:5]([C:7]1[C:8]([O:18]C)=[N:9][C:10]([CH3:17])=[C:11]([CH:16]=1)[C:12](NO)=N)C.[N:20]1[CH:25]=[CH:24][CH:23]=[CH:22][CH:21]=1, predict the reaction product. The product is: [CH3:17][C:10]1[NH:9][C:8](=[O:18])[C:7]([CH3:5])=[CH:16][C:11]=1[C:12]1[CH:1]=[C:24]([CH:23]=[CH:22][CH:21]=1)[C:25]#[N:20]. (5) The product is: [Br:1][C:2]1[C:3]([CH:9]=[O:10])=[N:4][C:5]([Cl:8])=[CH:6][CH:7]=1. Given the reactants [Br:1][C:2]1[C:3]([CH2:9][OH:10])=[N:4][C:5]([Cl:8])=[CH:6][CH:7]=1, predict the reaction product.